From a dataset of NCI-60 drug combinations with 297,098 pairs across 59 cell lines. Regression. Given two drug SMILES strings and cell line genomic features, predict the synergy score measuring deviation from expected non-interaction effect. (1) Drug 1: C1CCC(C1)C(CC#N)N2C=C(C=N2)C3=C4C=CNC4=NC=N3. Drug 2: C1CC(=O)NC(=O)C1N2C(=O)C3=CC=CC=C3C2=O. Cell line: A498. Synergy scores: CSS=10.2, Synergy_ZIP=4.90, Synergy_Bliss=13.4, Synergy_Loewe=9.18, Synergy_HSA=10.8. (2) Drug 1: COC1=C(C=C2C(=C1)N=CN=C2NC3=CC(=C(C=C3)F)Cl)OCCCN4CCOCC4. Drug 2: CCC1(CC2CC(C3=C(CCN(C2)C1)C4=CC=CC=C4N3)(C5=C(C=C6C(=C5)C78CCN9C7C(C=CC9)(C(C(C8N6C)(C(=O)OC)O)OC(=O)C)CC)OC)C(=O)OC)O.OS(=O)(=O)O. Cell line: ACHN. Synergy scores: CSS=46.9, Synergy_ZIP=-4.58, Synergy_Bliss=-1.34, Synergy_Loewe=2.05, Synergy_HSA=2.75. (3) Drug 1: CC1=C2C(C(=O)C3(C(CC4C(C3C(C(C2(C)C)(CC1OC(=O)C(C(C5=CC=CC=C5)NC(=O)OC(C)(C)C)O)O)OC(=O)C6=CC=CC=C6)(CO4)OC(=O)C)OC)C)OC. Drug 2: C1CC(=O)NC(=O)C1N2C(=O)C3=CC=CC=C3C2=O. Cell line: SNB-19. Synergy scores: CSS=50.9, Synergy_ZIP=6.76, Synergy_Bliss=11.0, Synergy_Loewe=-19.6, Synergy_HSA=10.6. (4) Drug 1: CC1=CC=C(C=C1)C2=CC(=NN2C3=CC=C(C=C3)S(=O)(=O)N)C(F)(F)F. Drug 2: C(CCl)NC(=O)N(CCCl)N=O. Cell line: HOP-62. Synergy scores: CSS=-2.04, Synergy_ZIP=-1.29, Synergy_Bliss=-0.941, Synergy_Loewe=-4.76, Synergy_HSA=-3.25.